From a dataset of Forward reaction prediction with 1.9M reactions from USPTO patents (1976-2016). Predict the product of the given reaction. Given the reactants [C:1]([C:5]1[CH:10]=[CH:9][C:8]([S:11]([NH:14][C:15]2[C:20]([O:21][C:22]3[CH:27]=[CH:26][CH:25]=[CH:24][C:23]=3[O:28][CH3:29])=[C:19](Cl)[N:18]=[C:17]([C:31]3[N:36]=[CH:35][CH:34]=[CH:33][N:32]=3)[N:16]=2)(=[O:13])=[O:12])=[CH:7][CH:6]=1)([CH3:4])([CH3:3])[CH3:2].[CH3:37][O:38][C:39]1[CH:40]=[C:41]([CH:49]=[CH:50][CH:51]=1)[CH2:42][O:43][CH2:44][C:45]#[C:46][CH2:47][OH:48].C(O)C#CCO.COC1C=C(C=CC=1)CBr, predict the reaction product. The product is: [C:1]([C:5]1[CH:10]=[CH:9][C:8]([S:11]([NH:14][C:15]2[C:20]([O:21][C:22]3[CH:27]=[CH:26][CH:25]=[CH:24][C:23]=3[O:28][CH3:29])=[C:19]([O:48][CH2:47][C:46]#[C:45][CH2:44][O:43][CH2:42][C:41]3[CH:49]=[CH:50][CH:51]=[C:39]([O:38][CH3:37])[CH:40]=3)[N:18]=[C:17]([C:31]3[N:36]=[CH:35][CH:34]=[CH:33][N:32]=3)[N:16]=2)(=[O:13])=[O:12])=[CH:7][CH:6]=1)([CH3:4])([CH3:3])[CH3:2].